This data is from Full USPTO retrosynthesis dataset with 1.9M reactions from patents (1976-2016). The task is: Predict the reactants needed to synthesize the given product. (1) Given the product [OH:4][CH2:3][CH2:2][N:8]1[CH2:7][CH2:6][N:5]([CH2:11][C:12]2[CH:13]=[CH:14][C:15]([NH:18][C:19]([C:21]3[C:22]4[N:23]=[CH:24][CH:25]=[N:26][C:27]=4[C:28]([C:31]4[C:36]([Cl:37])=[C:35]([O:38][CH3:39])[CH:34]=[C:33]([O:40][CH3:41])[C:32]=4[Cl:42])=[CH:29][CH:30]=3)=[O:20])=[N:16][CH:17]=2)[CH2:10][CH2:9]1, predict the reactants needed to synthesize it. The reactants are: I[CH2:2][CH2:3][OH:4].[N:5]1([CH2:11][C:12]2[CH:13]=[CH:14][C:15]([NH:18][C:19]([C:21]3[C:22]4[N:23]=[CH:24][CH:25]=[N:26][C:27]=4[C:28]([C:31]4[C:36]([Cl:37])=[C:35]([O:38][CH3:39])[CH:34]=[C:33]([O:40][CH3:41])[C:32]=4[Cl:42])=[CH:29][CH:30]=3)=[O:20])=[N:16][CH:17]=2)[CH2:10][CH2:9][NH:8][CH2:7][CH2:6]1. (2) Given the product [NH2:3][C:4]([NH:6][C:7]1[NH:8][C:9]2[C:14]([C:15]=1[C:16]([NH2:18])=[O:17])=[CH:13][CH:12]=[C:11]([C:19]1[CH:24]=[CH:23][CH:22]=[C:21]([CH2:25][OH:26])[CH:20]=1)[CH:10]=2)=[O:5], predict the reactants needed to synthesize it. The reactants are: [BH4-].[Na+].[NH2:3][C:4]([NH:6][C:7]1[NH:8][C:9]2[C:14]([C:15]=1[C:16]([NH2:18])=[O:17])=[CH:13][CH:12]=[C:11]([C:19]1[CH:24]=[CH:23][CH:22]=[C:21]([CH:25]=[O:26])[CH:20]=1)[CH:10]=2)=[O:5]. (3) Given the product [Cl:22][CH2:23][CH2:24][CH2:25][CH:18]([C:15]1[CH:14]=[CH:13][C:12]([F:11])=[CH:17][CH:16]=1)[C:19]([OH:21])=[O:20], predict the reactants needed to synthesize it. The reactants are: C[Si]([N-][Si](C)(C)C)(C)C.[Na+].[F:11][C:12]1[CH:17]=[CH:16][C:15]([CH2:18][C:19]([OH:21])=[O:20])=[CH:14][CH:13]=1.[Cl:22][CH2:23][CH2:24][CH2:25]I. (4) Given the product [Br:1][C:2]1[CH:3]=[CH:4][C:5]2[O:10][C:15]3([O:8][CH2:7][C:6]=2[CH:9]=1)[CH2:14][CH2:13][O:17][CH2:11][CH2:16]3, predict the reactants needed to synthesize it. The reactants are: [Br:1][C:2]1[CH:3]=[CH:4][C:5]([OH:10])=[C:6]([CH:9]=1)[CH2:7][OH:8].[C:11]1(=[O:17])[CH2:16][CH2:15][CH2:14][CH2:13]C1.